From a dataset of Reaction yield outcomes from USPTO patents with 853,638 reactions. Predict the reaction yield, written as a fraction of the theoretical maximum amount of product (1.0 means a 100% yield; for example, 0.34 means a 34% yield). (1) The reactants are [CH3:1][CH:2]([C:21]1[CH:22]=[C:23]([CH:25]=[CH:26][CH:27]=1)[NH2:24])[CH2:3][N:4]1[CH2:9][CH2:8][N:7]([C:10]2[CH:19]=[CH:18][CH:17]=[C:16]3[C:11]=2[CH:12]=[CH:13][C:14]([CH3:20])=[N:15]3)[CH2:6][CH2:5]1.[F:28][C:29]1[CH:37]=[CH:36][CH:35]=[CH:34][C:30]=1[C:31](O)=[O:32]. No catalyst specified. The product is [F:28][C:29]1[CH:37]=[CH:36][CH:35]=[CH:34][C:30]=1[C:31]([NH:24][C:23]1[CH:25]=[CH:26][CH:27]=[C:21]([CH:2]([CH3:1])[CH2:3][N:4]2[CH2:5][CH2:6][N:7]([C:10]3[CH:19]=[CH:18][CH:17]=[C:16]4[C:11]=3[CH:12]=[CH:13][C:14]([CH3:20])=[N:15]4)[CH2:8][CH2:9]2)[CH:22]=1)=[O:32]. The yield is 0.640. (2) The reactants are ClC(Cl)([O:4][C:5](=[O:11])[O:6]C(Cl)(Cl)Cl)Cl.[CH3:13][C:14]1[N:18]([CH2:19][CH2:20][OH:21])[C:17]([N+:22]([O-:24])=[O:23])=[CH:16][N:15]=1. The catalyst is CN(C1C=CN=CC=1)C.C(Cl)Cl. The product is [CH3:13][C:14]1[N:18]([CH2:19][CH2:20][OH:21])[C:17]([N+:22]([O-:24])=[O:23])=[CH:16][N:15]=1.[C:5](=[O:4])([O-:11])[O-:6]. The yield is 0.500. (3) The yield is 0.450. The product is [Cl:39][C:26]1[C:27](=[O:38])[N:28]([C:32]2[CH:37]=[CH:36][CH:35]=[CH:34][CH:33]=2)[N:29]([CH2:30][CH3:31])[C:25]=1[CH2:24][N:8]1[CH2:13][CH2:12][CH:11]([C:14]2[CH:19]=[CH:18][CH:17]=[CH:16][CH:15]=2)[CH2:10][CH2:9]1. The catalyst is C(#N)C.[Pd]. The reactants are C([N:8]1[CH2:13][CH:12]=[C:11]([C:14]2[CH:19]=[CH:18][CH:17]=[CH:16][CH:15]=2)[CH2:10][CH2:9]1)C1C=CC=CC=1.C(O)C.Br[CH2:24][CH:25]1[N:29]([CH2:30][CH3:31])[N:28]([C:32]2[CH:37]=[CH:36][CH:35]=[CH:34][CH:33]=2)[C:27](=[O:38])[CH:26]1[Cl:39].C(=O)([O-])[O-].[K+].[K+]. (4) The reactants are Br[C:2]1[CH:7]=[CH:6][C:5]([O:8][CH3:9])=[CH:4][CH:3]=1.C([Li])CCC.[O:15]=[C:16]1[CH2:22][CH2:21][CH2:20][N:19]([C:23]([O:25][C:26]([CH3:29])([CH3:28])[CH3:27])=[O:24])[CH2:18][CH2:17]1. The catalyst is C1COCC1. The product is [OH:15][C:16]1([C:2]2[CH:7]=[CH:6][C:5]([O:8][CH3:9])=[CH:4][CH:3]=2)[CH2:22][CH2:21][CH2:20][N:19]([C:23]([O:25][C:26]([CH3:29])([CH3:28])[CH3:27])=[O:24])[CH2:18][CH2:17]1. The yield is 0.450.